From a dataset of Catalyst prediction with 721,799 reactions and 888 catalyst types from USPTO. Predict which catalyst facilitates the given reaction. (1) Reactant: C(O)(C(F)(F)F)=O.C(OC(=O)[NH:14][C@@H:15]1[CH2:20][CH2:19][N:18]([C:21]2[CH:26]=[C:25]([C:27]#[N:28])[CH:24]=[C:23]([NH:29][C:30]3[N:35]=[C:34]([N:36]([CH:46]4[CH2:48][CH2:47]4)CC4C=CC(OC)=CC=4)[C:33]4=[N:49][CH:50]=[C:51]([C:52]#[N:53])[N:32]4[N:31]=3)[C:22]=2[Cl:54])[CH2:17][C@H:16]1[O:55][Si:56]([C:59]([CH3:62])([CH3:61])[CH3:60])([CH3:58])[CH3:57])(C)(C)C.C1(OC)C=CC=CC=1. Product: [NH2:14][C@@H:15]1[CH2:20][CH2:19][N:18]([C:21]2[C:22]([Cl:54])=[C:23]([NH:29][C:30]3[N:35]=[C:34]([NH:36][CH:46]4[CH2:47][CH2:48]4)[C:33]4=[N:49][CH:50]=[C:51]([C:52]#[N:53])[N:32]4[N:31]=3)[CH:24]=[C:25]([C:27]#[N:28])[CH:26]=2)[CH2:17][C@H:16]1[O:55][Si:56]([C:59]([CH3:62])([CH3:61])[CH3:60])([CH3:57])[CH3:58]. The catalyst class is: 417. (2) Reactant: [C:1](O)(=O)[CH2:2][C:3]([OH:5])=[O:4].[I:8][C:9]1[CH:10]=[C:11]([CH:14]=[CH:15][CH:16]=1)C=O.C([O-])(=O)C.[NH4+:21]. Product: [NH2:21][CH:1]([C:15]1[CH:14]=[CH:11][CH:10]=[C:9]([I:8])[CH:16]=1)[CH2:2][C:3]([OH:5])=[O:4]. The catalyst class is: 8. (3) Reactant: C(OC([N:8]1[CH:13]2[CH2:14][CH2:15][CH:9]1[CH2:10][CH:11]([C:16]1[CH:21]=[CH:20][C:19]([N:22]3[CH2:27][CH2:26][N:25]([S:28]([CH3:31])(=[O:30])=[O:29])[CH2:24][CH2:23]3)=[CH:18][CH:17]=1)[CH2:12]2)=O)(C)(C)C.Cl.O1CCOCC1. Product: [CH3:31][S:28]([N:25]1[CH2:24][CH2:23][N:22]([C:19]2[CH:18]=[CH:17][C:16]([CH:11]3[CH2:10][CH:9]4[NH:8][CH:13]([CH2:14][CH2:15]4)[CH2:12]3)=[CH:21][CH:20]=2)[CH2:27][CH2:26]1)(=[O:29])=[O:30]. The catalyst class is: 4. (4) Reactant: Cl[C:2]1[CH:7]=[CH:6][C:5]([C:8]2([C:14]3[CH:21]=[CH:20][C:17]([C:18]#[N:19])=[CH:16][CH:15]=3)[CH2:13][CH2:12][NH:11][CH2:10][CH2:9]2)=[CH:4][CH:3]=1.CC1(C)C(C)(C)OB([C:30]2[CH:31]=[N:32][NH:33][CH:34]=2)O1. Product: [NH:32]1[CH:31]=[C:30]([C:2]2[CH:7]=[CH:6][C:5]([C:8]3([C:14]4[CH:21]=[CH:20][C:17]([C:18]#[N:19])=[CH:16][CH:15]=4)[CH2:13][CH2:12][NH:11][CH2:10][CH2:9]3)=[CH:4][CH:3]=2)[CH:34]=[N:33]1. The catalyst class is: 73. (5) Product: [NH2:13][C:12]1[C:11]2[C:10]3[CH2:9][C:8]([CH3:15])([CH3:14])[CH2:7][CH2:6][C:5]=3[C:4]([N:16]3[CH2:17][CH2:18][O:19][CH2:20][CH2:21]3)=[N:3][C:2]=2[S:1][C:29]=1[C:30]([NH2:32])=[O:31]. The catalyst class is: 8. Reactant: [SH:1][C:2]1[N:3]=[C:4]([N:16]2[CH2:21][CH2:20][O:19][CH2:18][CH2:17]2)[C:5]2[CH2:6][CH2:7][C:8]([CH3:15])([CH3:14])[CH2:9][C:10]=2[C:11]=1[C:12]#[N:13].C(=O)([O-])[O-].[K+].[K+].Cl[CH2:29][C:30]([NH2:32])=[O:31]. (6) Reactant: [C:1]([O:5][C:6]([NH:8][C:9]1[O:17][C:16]2[C:11](=[N:12][CH:13]=[C:14]([C:18]3[CH:19]=[N:20][C:21]([C:24]([NH:26][CH3:27])=[O:25])=[CH:22][CH:23]=3)[CH:15]=2)[C:10]=1[C:28]([O:30]CC)=[O:29])=[O:7])([CH3:4])([CH3:3])[CH3:2].CO.O[Li].O.Cl. Product: [C:1]([O:5][C:6]([NH:8][C:9]1[O:17][C:16]2[C:11](=[N:12][CH:13]=[C:14]([C:18]3[CH:19]=[N:20][C:21]([C:24]([NH:26][CH3:27])=[O:25])=[CH:22][CH:23]=3)[CH:15]=2)[C:10]=1[C:28]([OH:30])=[O:29])=[O:7])([CH3:4])([CH3:2])[CH3:3]. The catalyst class is: 387. (7) Reactant: [CH3:1][C:2]1[CH:3]=[CH:4][C:5]([O:15][CH2:16][C:17]2[CH:22]=[CH:21][C:20]([F:23])=[CH:19][CH:18]=2)=[C:6]([C:8](=O)[CH2:9][CH2:10][C:11](=O)[CH3:12])[CH:7]=1.[C:24]([NH:27][C:28]1[CH:29]=[C:30]([CH:34]=[C:35]([NH2:37])[CH:36]=1)[C:31]([OH:33])=[O:32])(=[O:26])[CH3:25].CC1C=CC(S(O)(=O)=O)=CC=1. Product: [CH3:1][C:2]1[CH:3]=[CH:4][C:5]([O:15][CH2:16][C:17]2[CH:22]=[CH:21][C:20]([F:23])=[CH:19][CH:18]=2)=[C:6]([C:8]2[N:37]([C:35]3[CH:34]=[C:30]([CH:29]=[C:28]([NH:27][C:24](=[O:26])[CH3:25])[CH:36]=3)[C:31]([OH:33])=[O:32])[C:11]([CH3:12])=[CH:10][CH:9]=2)[CH:7]=1. The catalyst class is: 296. (8) Reactant: [Cl:1][C:2]1[N:7]=[C:6](Cl)[C:5]([C:9]([O:11][CH3:12])=[O:10])=[CH:4][N:3]=1.CCN(C(C)C)C(C)C.[NH2:22][C@@H:23]1[CH2:28][CH2:27][CH2:26][C@H:25]([OH:29])[CH2:24]1. Product: [Cl:1][C:2]1[N:7]=[C:6]([NH:22][C@@H:23]2[CH2:28][CH2:27][CH2:26][C@H:25]([OH:29])[CH2:24]2)[C:5]([C:9]([O:11][CH3:12])=[O:10])=[CH:4][N:3]=1. The catalyst class is: 1.